Task: Predict the reaction yield, written as a fraction of the theoretical maximum amount of product (1.0 means a 100% yield; for example, 0.34 means a 34% yield).. Dataset: Reaction yield outcomes from USPTO patents with 853,638 reactions (1) The yield is 0.477. The product is [Br:13][CH2:21][C:22]1[C:31](=[O:32])[C:30]2[C:25](=[N:26][CH:27]=[CH:28][CH:29]=2)[N:24]([C:33]2[CH:38]=[CH:37][CH:36]=[CH:35][CH:34]=2)[C:23]=1[C:39]1[O:40][CH:41]=[CH:42][N:43]=1. The catalyst is C(Cl)(Cl)(Cl)Cl.O. The reactants are N(C(C)(C)C#N)=NC(C)(C)C#N.[Br:13]N1C(=O)CCC1=O.[CH3:21][C:22]1[C:31](=[O:32])[C:30]2[C:25](=[N:26][CH:27]=[CH:28][CH:29]=2)[N:24]([C:33]2[CH:38]=[CH:37][CH:36]=[CH:35][CH:34]=2)[C:23]=1[C:39]1[O:40][CH:41]=[CH:42][N:43]=1. (2) The reactants are [Cl:1][C:2]1[CH:3]=[C:4]2[C:8](=[CH:9][CH:10]=1)[NH:7][CH:6]=[C:5]2[CH2:11][CH2:12][NH:13][C:14](=[O:22])[C:15]1[CH:20]=[CH:19][CH:18]=[C:17](I)[CH:16]=1.[C:23]([C:25]1[CH:30]=[CH:29][C:28](B(O)O)=[CH:27][CH:26]=1)#[N:24].C(=O)([O-])[O-].[Na+].[Na+]. The catalyst is C(COC)OC.O.C1C=CC([P]([Pd]([P](C2C=CC=CC=2)(C2C=CC=CC=2)C2C=CC=CC=2)([P](C2C=CC=CC=2)(C2C=CC=CC=2)C2C=CC=CC=2)[P](C2C=CC=CC=2)(C2C=CC=CC=2)C2C=CC=CC=2)(C2C=CC=CC=2)C2C=CC=CC=2)=CC=1. The product is [Cl:1][C:2]1[CH:3]=[C:4]2[C:8](=[CH:9][CH:10]=1)[NH:7][CH:6]=[C:5]2[CH2:11][CH2:12][NH:13][C:14]([C:15]1[CH:16]=[C:17]([C:28]2[CH:29]=[CH:30][C:25]([C:23]#[N:24])=[CH:26][CH:27]=2)[CH:18]=[CH:19][CH:20]=1)=[O:22]. The yield is 0.240. (3) The reactants are [F:1][C:2]1[CH:20]=[C:19]2[C:5]([CH2:6][C:7]3[C:15]4[CH:14]=[CH:13][C:12]([O:16][CH3:17])=[CH:11][C:10]=4[N:9]([CH3:18])[C:8]=32)=[CH:4][CH:3]=1.[Li]CCCC.[CH3:26][Si:27](Cl)([CH3:29])[CH3:28]. The catalyst is CCOCC. The product is [F:1][C:2]1[CH:20]=[C:19]2[C:5]([CH:6]([Si:27]([CH3:29])([CH3:28])[CH3:26])[C:7]3[C:15]4[CH:14]=[CH:13][C:12]([O:16][CH3:17])=[CH:11][C:10]=4[N:9]([CH3:18])[C:8]=32)=[CH:4][CH:3]=1. The yield is 0.620. (4) The reactants are [Cl:1][C:2]1[CH:7]=[CH:6][C:5]([CH2:8][CH2:9][CH2:10][C:11]([OH:13])=O)=[CH:4][CH:3]=1.S(Cl)(Cl)=O.[Cl-].[Al+3].[Cl-].[Cl-]. The catalyst is C(Cl)Cl. The product is [Cl:1][C:2]1[CH:3]=[C:4]2[C:5]([CH2:8][CH2:9][CH2:10][C:11]2=[O:13])=[CH:6][CH:7]=1. The yield is 0.780.